This data is from Full USPTO retrosynthesis dataset with 1.9M reactions from patents (1976-2016). The task is: Predict the reactants needed to synthesize the given product. (1) Given the product [N:4]1[CH:5]=[CH:6][CH:7]=[C:2]([N:1]2[CH2:14][CH2:13][NH:12][CH2:11][CH2:10]2)[CH:3]=1, predict the reactants needed to synthesize it. The reactants are: [NH2:1][C:2]1[CH:3]=[N:4][CH:5]=[CH:6][CH:7]=1.Cl.Cl[CH2:10][CH2:11][NH:12][CH2:13][CH2:14]Cl. (2) Given the product [NH2:14][C:11]1[CH:12]=[CH:13][C:8]([O:7][CH:1]2[CH2:2][CH2:3][CH2:4][CH2:5][CH2:6]2)=[C:9]([C:17]2[C:18]3[CH:27]=[CH:26][NH:25][C:19]=3[C:20](=[O:24])[N:21]([CH3:23])[CH:22]=2)[CH:10]=1, predict the reactants needed to synthesize it. The reactants are: [CH:1]1([O:7][C:8]2[CH:13]=[CH:12][C:11]([N+:14]([O-])=O)=[CH:10][C:9]=2[C:17]2[C:18]3[CH:27]=[CH:26][NH:25][C:19]=3[C:20](=[O:24])[N:21]([CH3:23])[CH:22]=2)[CH2:6][CH2:5][CH2:4][CH2:3][CH2:2]1.CN1C=C(C2C=C([N+]([O-])=O)C=CC=2OC2C=CC=CC=2)C2C=CNC=2C1=O. (3) Given the product [CH:19]([N:18]1[C:14]([C:12]2[N:13]=[C:6]3[C:5]4[CH:23]=[CH:24][C:2]([C:36]5[CH:35]=[N:34][N:33]([C:26]([CH3:25])([CH3:32])[C:27]([O:29][CH2:30][CH3:31])=[O:28])[CH:37]=5)=[CH:3][C:4]=4[O:10][CH2:9][CH2:8][N:7]3[CH:11]=2)=[N:15][C:16]([CH3:22])=[N:17]1)([CH3:21])[CH3:20], predict the reactants needed to synthesize it. The reactants are: Br[C:2]1[CH:24]=[CH:23][C:5]2[C:6]3[N:7]([CH:11]=[C:12]([C:14]4[N:18]([CH:19]([CH3:21])[CH3:20])[N:17]=[C:16]([CH3:22])[N:15]=4)[N:13]=3)[CH2:8][CH2:9][O:10][C:4]=2[CH:3]=1.[CH3:25][C:26]([N:33]1[CH:37]=[C:36](B2OC(C)(C)C(C)(C)O2)[CH:35]=[N:34]1)([CH3:32])[C:27]([O:29][CH2:30][CH3:31])=[O:28].C([O-])([O-])=O.[Cs+].[Cs+].O. (4) Given the product [CH:1]([CH:3]([C:6]#[C:7][C:8]1[CH:13]=[CH:12][CH:11]=[CH:10][CH:9]=1)[CH2:4][N:18]1[C:14](=[O:24])[C:15]2[C:16](=[CH:20][CH:21]=[CH:22][CH:23]=2)[C:17]1=[O:19])=[CH2:2], predict the reactants needed to synthesize it. The reactants are: [CH:1]([CH:3]([C:6]#[C:7][C:8]1[CH:13]=[CH:12][CH:11]=[CH:10][CH:9]=1)[CH2:4]O)=[CH2:2].[C:14]1(=[O:24])[NH:18][C:17](=[O:19])[C:16]2=[CH:20][CH:21]=[CH:22][CH:23]=[C:15]12.C1(P(C2C=CC=CC=2)C2C=CC=CC=2)C=CC=CC=1.N(C(OCC)=O)=NC(OCC)=O.